This data is from Forward reaction prediction with 1.9M reactions from USPTO patents (1976-2016). The task is: Predict the product of the given reaction. (1) Given the reactants [F:1][C:2]([F:7])(F)[C:3]([O-])=O.[I:8][C:9]1[CH:10]=[C:11]([C:15]2([C:23]#[N:24])[CH2:21][CH:20]3[NH2+:22][CH:17]([CH2:18][CH2:19]3)[CH2:16]2)[CH:12]=[N:13][CH:14]=1.FC(F)CCS([O-])(=O)=O.C(=O)(O)[O-], predict the reaction product. The product is: [F:1][CH:2]([F:7])[CH2:3][N:22]1[C@@H:20]2[CH2:19][CH2:18][C@H:17]1[CH2:16][C:15]([C:11]1[CH:12]=[N:13][CH:14]=[C:9]([I:8])[CH:10]=1)([C:23]#[N:24])[CH2:21]2. (2) The product is: [F:6][C:7]1[CH:15]=[C:14]2[C:10]([CH:11]=[C:12]([S:1]([O-:3])(=[O:2])=[O:4])[NH:13]2)=[CH:9][CH:8]=1.[Na+:5]. Given the reactants [S:1](=[O:4])([OH:3])[O-:2].[Na+:5].[F:6][C:7]1[CH:15]=[C:14]2[C:10]([CH:11]=[CH:12][NH:13]2)=[CH:9][CH:8]=1, predict the reaction product. (3) Given the reactants [CH:1]1([CH2:4][O:5][C:6]2[CH:14]=[CH:13][C:9]3[O:10][CH2:11][O:12][C:8]=3[C:7]=2[C:15]2[C:16]3[NH:23][CH:22]=[C:21]([C:24](O)=[O:25])[C:17]=3[N:18]=[CH:19][N:20]=2)[CH2:3][CH2:2]1.[C:27]([O:31][C:32]([N:34]1[CH2:39][CH2:38][CH2:37][C@H:36]([NH2:40])[CH2:35]1)=[O:33])([CH3:30])([CH3:29])[CH3:28], predict the reaction product. The product is: [C:27]([O:31][C:32]([N:34]1[CH2:39][CH2:38][CH2:37][C@H:36]([NH:40][C:24]([C:21]2[C:17]3[N:18]=[CH:19][N:20]=[C:15]([C:7]4[C:8]5[O:12][CH2:11][O:10][C:9]=5[CH:13]=[CH:14][C:6]=4[O:5][CH2:4][CH:1]4[CH2:3][CH2:2]4)[C:16]=3[NH:23][CH:22]=2)=[O:25])[CH2:35]1)=[O:33])([CH3:30])([CH3:28])[CH3:29]. (4) Given the reactants C[O:2][C:3](=[O:37])[C:4]1[CH:9]=[CH:8][C:7]([CH3:10])=[C:6]([NH:11][C:12]([N:14]([C:21]2[N:22]([C:30]3[CH:35]=[CH:34][C:33]([Cl:36])=[CH:32][CH:31]=3)[N:23]=[C:24]3[C:29]=2[CH:28]=[CH:27][CH:26]=[CH:25]3)[CH:15]2[CH2:20][CH2:19][CH2:18][CH2:17][CH2:16]2)=[O:13])[CH:5]=1.[OH-].[Li+], predict the reaction product. The product is: [Cl:36][C:33]1[CH:32]=[CH:31][C:30]([N:22]2[C:21]([N:14]([CH:15]3[CH2:20][CH2:19][CH2:18][CH2:17][CH2:16]3)[C:12](=[O:13])[NH:11][C:6]3[CH:5]=[C:4]([CH:9]=[CH:8][C:7]=3[CH3:10])[C:3]([OH:37])=[O:2])=[C:29]3[C:24]([CH:25]=[CH:26][CH:27]=[CH:28]3)=[N:23]2)=[CH:35][CH:34]=1. (5) The product is: [Cl:2][C:3]1[CH:4]=[C:5]2[C:10](=[CH:11][CH:12]=1)[CH:9]=[C:8]([S:13]([CH2:14][CH2:15][CH2:16][N:17]([CH3:32])[C:18]([CH:20]1[CH2:25][CH2:24][N:23]([C:26]3[CH:27]=[CH:28][N:29]=[CH:30][CH:31]=3)[CH2:22][CH2:21]1)=[O:19])=[O:41])[CH:7]=[CH:6]2. Given the reactants Cl.[Cl:2][C:3]1[CH:4]=[C:5]2[C:10](=[CH:11][CH:12]=1)[CH:9]=[C:8]([S:13][CH2:14][CH2:15][CH2:16][N:17]([CH3:32])[C:18]([CH:20]1[CH2:25][CH2:24][N:23]([C:26]3[CH:31]=[CH:30][N:29]=[CH:28][CH:27]=3)[CH2:22][CH2:21]1)=[O:19])[CH:7]=[CH:6]2.C1C=C(Cl)C=C(C(OO)=[O:41])C=1, predict the reaction product. (6) Given the reactants C[O:2][C:3](=[O:29])[CH:4]=[CH:5][C:6]1[CH:11]=[CH:10][C:9]([C:12]2[C:18]3[CH:19]=[CH:20][CH:21]=[CH:22][C:17]=3[CH2:16][CH2:15][CH2:14][C:13]=2[C:23]2[CH:28]=[CH:27][CH:26]=[CH:25][CH:24]=2)=[CH:8][CH:7]=1.[OH-].[K+], predict the reaction product. The product is: [C:23]1([C:13]2[CH2:14][CH2:15][CH2:16][C:17]3[CH:22]=[CH:21][CH:20]=[CH:19][C:18]=3[C:12]=2[C:9]2[CH:8]=[CH:7][C:6]([CH:5]=[CH:4][C:3]([OH:29])=[O:2])=[CH:11][CH:10]=2)[CH:28]=[CH:27][CH:26]=[CH:25][CH:24]=1.